From a dataset of Full USPTO retrosynthesis dataset with 1.9M reactions from patents (1976-2016). Predict the reactants needed to synthesize the given product. (1) Given the product [Si:27]([O:26][CH2:23]/[CH:21]=[C:6](/[F:7])\[C:4]([O:3][CH2:2][CH3:1])=[O:5])([C:40]([CH3:41])([CH3:42])[CH3:43])([C:34]1[CH:35]=[CH:36][CH:37]=[CH:38][CH:39]=1)[C:28]1[CH:33]=[CH:32][CH:31]=[CH:30][CH:29]=1, predict the reactants needed to synthesize it. The reactants are: [CH3:1][CH2:2][O:3][C:4]([CH:6](P(OCC)(OCC)=O)[F:7])=[O:5].C([Mg]Cl)(C)C.[CH2:21]([CH:23]([O:26][Si:27]([C:40]([CH3:43])([CH3:42])[CH3:41])([C:34]1[CH:39]=[CH:38][CH:37]=[CH:36][CH:35]=1)[C:28]1[CH:33]=[CH:32][CH:31]=[CH:30][CH:29]=1)C=O)C. (2) Given the product [CH3:1][C:2]1[CH:3]=[CH:4][C:5]([C:8]2[CH:9]=[C:10]([CH:14]=[C:15]([O:17][C:18]3[S:19][CH:20]=[CH:21][N:22]=3)[CH:16]=2)[C:11]([NH:34][C@@H:32]([C:29]2[CH:30]=[N:31][C:26]([CH3:25])=[CH:27][CH:28]=2)[CH3:33])=[O:13])=[N:6][CH:7]=1, predict the reactants needed to synthesize it. The reactants are: [CH3:1][C:2]1[CH:3]=[CH:4][C:5]([C:8]2[CH:9]=[C:10]([CH:14]=[C:15]([O:17][C:18]3[S:19][CH:20]=[CH:21][N:22]=3)[CH:16]=2)[C:11]([OH:13])=O)=[N:6][CH:7]=1.Cl.Cl.[CH3:25][C:26]1[N:31]=[CH:30][C:29]([C@H:32]([NH2:34])[CH3:33])=[CH:28][CH:27]=1.F[P-](F)(F)(F)(F)F.C[N+](C)=C(N(C)C)ON1C2N=CC=CC=2N=N1.C(N(CC)C(C)C)(C)C. (3) Given the product [OH:16][C:17]([CH3:55])([CH3:56])[C:18]([O:20][C@H:21]1[CH2:22][CH2:23][C@H:24]([N:27]2[C:32](=[O:33])[C:31]([CH2:34][C:35]3[CH:40]=[CH:39][C:38]([C:41]4[CH:46]=[CH:45][CH:44]=[CH:43][C:42]=4[C:47]4[NH:48][C:4](=[O:5])[O:2][N:3]=4)=[CH:37][CH:36]=3)=[C:30]([CH2:49][CH2:50][CH3:51])[N:29]3[N:52]=[CH:53][CH:54]=[C:28]23)[CH2:25][CH2:26]1)=[O:19], predict the reactants needed to synthesize it. The reactants are: [Cl-].[OH:2][NH3+:3].[C:4](=O)([O-])[OH:5].[Na+].CS(C)=O.C([O:16][C:17]([CH3:56])([CH3:55])[C:18]([O:20][C@H:21]1[CH2:26][CH2:25][C@H:24]([N:27]2[C:32](=[O:33])[C:31]([CH2:34][C:35]3[CH:40]=[CH:39][C:38]([C:41]4[CH:46]=[CH:45][CH:44]=[CH:43][C:42]=4[C:47]#[N:48])=[CH:37][CH:36]=3)=[C:30]([CH2:49][CH2:50][CH3:51])[N:29]3[N:52]=[CH:53][CH:54]=[C:28]23)[CH2:23][CH2:22]1)=[O:19])(=O)C. (4) The reactants are: C(OC([NH:8][C:9]1[CH:10]=[CH:11][C:12]([O:18]C(C)(C)C)=[C:13]([CH:17]=1)[C:14]([OH:16])=[O:15])=O)(C)(C)C.OC1C2N=NNC=2C=CC=1.C1CCC(N=C=NC2CCCCC2)CC1.O[C:49]1[CH:57]=[CH:56][C:52]([C:53]([NH2:55])=[S:54])=[CH:51][CH:50]=1. Given the product [C:53]([C:52]1[CH:56]=[CH:57][C:49]([O:16][C:14](=[O:15])[C:13]2[CH:17]=[C:9]([NH2:8])[CH:10]=[CH:11][C:12]=2[OH:18])=[CH:50][CH:51]=1)(=[S:54])[NH2:55], predict the reactants needed to synthesize it.